Dataset: Full USPTO retrosynthesis dataset with 1.9M reactions from patents (1976-2016). Task: Predict the reactants needed to synthesize the given product. (1) Given the product [CH3:1][C@@H:2]1[O:7][C@@H:6]([O:8][C@@H:9]2[C:14]3=[C:15]([OH:32])[C:16]4[C:28](=[O:29])[C:27]5[C:22](=[CH:23][CH:24]=[CH:25][C:26]=5[O:30][CH3:31])[C:20](=[O:21])[C:17]=4[C:18]([OH:19])=[C:13]3[CH2:12][C@@:11]([OH:37])([C:33]([CH2:35][OH:36])=[O:34])[CH2:10]2)[CH2:5][C@H:4]([NH2:38])[C@@H:3]1[OH:39], predict the reactants needed to synthesize it. The reactants are: [CH3:1][C@@H:2]1[O:7][C@@H:6]([O:8][C@@H:9]2[C:14]3=[C:15]([OH:32])[C:16]4[C:28](=[O:29])[C:27]5[C:22](=[CH:23][CH:24]=[CH:25][C:26]=5[O:30][CH3:31])[C:20](=[O:21])[C:17]=4[C:18]([OH:19])=[C:13]3[CH2:12][C@@:11]([OH:37])([C:33]([CH2:35][OH:36])=[O:34])[CH2:10]2)[CH2:5][C@H:4]([NH2:38])[C@@H:3]1[OH:39].Cl. (2) Given the product [C:17]([O:21][C:22]([N:24]1[C:33]2[C:28](=[CH:29][CH:30]=[C:31]([CH2:34][CH2:35][O:36][C:37]3[CH:38]=[C:39]4[C:43](=[CH:44][CH:45]=3)[N:42]([C:6]([C:7]3[CH:15]=[CH:14][C:10]5[O:11][CH2:12][O:13][C:9]=5[CH:8]=3)=[CH:5][C:4]([O:3][CH2:1][CH3:2])=[O:16])[CH:41]=[CH:40]4)[N:32]=2)[CH2:27][CH2:26][CH2:25]1)=[O:23])([CH3:20])([CH3:18])[CH3:19], predict the reactants needed to synthesize it. The reactants are: [CH2:1]([O:3][C:4](=[O:16])[C:5]#[C:6][C:7]1[CH:15]=[CH:14][C:10]2[O:11][CH2:12][O:13][C:9]=2[CH:8]=1)[CH3:2].[C:17]([O:21][C:22]([N:24]1[C:33]2[C:28](=[CH:29][CH:30]=[C:31]([CH2:34][CH2:35][O:36][C:37]3[CH:38]=[C:39]4[C:43](=[CH:44][CH:45]=3)[NH:42][CH:41]=[CH:40]4)[N:32]=2)[CH2:27][CH2:26][CH2:25]1)=[O:23])([CH3:20])([CH3:19])[CH3:18].